Predict the reactants needed to synthesize the given product. From a dataset of Full USPTO retrosynthesis dataset with 1.9M reactions from patents (1976-2016). (1) Given the product [Cl:15][CH2:11][C:5]1[C:6]([F:10])=[CH:7][CH:8]=[CH:9][C:4]=1[CH:1]1[CH2:3][CH2:2]1, predict the reactants needed to synthesize it. The reactants are: [CH:1]1([C:4]2[CH:9]=[CH:8][CH:7]=[C:6]([F:10])[C:5]=2[CH2:11]O)[CH2:3][CH2:2]1.S(Cl)([Cl:15])=O. (2) Given the product [CH3:25][O:26][C:27](=[O:36])[CH2:28][C:29]1[CH:34]=[CH:33][CH:32]=[C:31]([NH:35][C:2]2[C:3]3[C:10]([C:11]4[CH:12]=[CH:13][C:14]([O:17][CH3:18])=[CH:15][CH:16]=4)=[C:9]([C:19]4[CH:20]=[CH:21][CH:22]=[CH:23][CH:24]=4)[O:8][C:4]=3[N:5]=[CH:6][N:7]=2)[CH:30]=1, predict the reactants needed to synthesize it. The reactants are: Cl[C:2]1[C:3]2[C:10]([C:11]3[CH:16]=[CH:15][C:14]([O:17][CH3:18])=[CH:13][CH:12]=3)=[C:9]([C:19]3[CH:24]=[CH:23][CH:22]=[CH:21][CH:20]=3)[O:8][C:4]=2[N:5]=[CH:6][N:7]=1.[CH3:25][O:26][C:27](=[O:36])[CH2:28][C:29]1[CH:34]=[CH:33][CH:32]=[C:31]([NH2:35])[CH:30]=1.